From a dataset of Full USPTO retrosynthesis dataset with 1.9M reactions from patents (1976-2016). Predict the reactants needed to synthesize the given product. (1) Given the product [CH3:15][N:14]([CH3:16])[C:12]1[C:11]([C:17]([F:18])([F:20])[F:19])=[CH:10][C:9]2[NH:21][C:22](=[O:46])[CH2:23][C:24]([C:26]3[CH:31]=[CH:30][CH:29]=[C:28]([C:32]4[N:33]([CH3:45])[N:34]=[CH:35][C:36]=4[CH2:37][OH:38])[CH:27]=3)=[N:7][C:8]=2[CH:13]=1, predict the reactants needed to synthesize it. The reactants are: C(OC(=O)[NH:7][C:8]1[CH:13]=[C:12]([N:14]([CH3:16])[CH3:15])[C:11]([C:17]([F:20])([F:19])[F:18])=[CH:10][C:9]=1[NH:21][C:22](=[O:46])[CH2:23][C:24]([C:26]1[CH:31]=[CH:30][CH:29]=[C:28]([C:32]2[N:33]([CH3:45])[N:34]=[CH:35][C:36]=2[CH2:37][O:38]C2CCCCO2)[CH:27]=1)=O)(C)(C)C.C(O)(C(F)(F)F)=O. (2) Given the product [ClH:1].[C:30]([NH:29][C:26]1[CH:27]=[CH:28][C:23]([NH:22][C:2]2[N:7]=[C:6]([NH:8][C:9]3[CH:18]=[CH:17][CH:16]=[CH:15][C:10]=3[C:11]([NH:13][CH3:14])=[O:12])[C:5]([N+:19]([O-:21])=[O:20])=[CH:4][N:3]=2)=[CH:24][CH:25]=1)(=[O:32])[CH3:31], predict the reactants needed to synthesize it. The reactants are: [Cl:1][C:2]1[N:7]=[C:6]([NH:8][C:9]2[CH:18]=[CH:17][CH:16]=[CH:15][C:10]=2[C:11]([NH:13][CH3:14])=[O:12])[C:5]([N+:19]([O-:21])=[O:20])=[CH:4][N:3]=1.[NH2:22][C:23]1[CH:28]=[CH:27][C:26]([NH:29][C:30](=[O:32])[CH3:31])=[CH:25][CH:24]=1.Cl.C(OCC)C. (3) Given the product [CH3:6][O:7][C:8]1[CH:9]=[C:10]([CH:16]([CH3:20])[CH:17]=[O:18])[CH:11]=[CH:12][C:13]=1[O:14][CH3:15], predict the reactants needed to synthesize it. The reactants are: C1COCC1.[CH3:6][O:7][C:8]1[CH:9]=[C:10]([CH:16]([CH3:20])[C:17]([O-])=[O:18])[CH:11]=[CH:12][C:13]=1[O:14][CH3:15].CC(C[AlH]CC(C)C)C. (4) Given the product [F:3][C:4]([C:7]1[N:8]=[C:9]([CH2:12][N:13]2[CH:17]=[CH:16][C:15]([NH2:18])=[N:14]2)[S:10][CH:11]=1)([F:6])[CH3:5], predict the reactants needed to synthesize it. The reactants are: N#N.[F:3][C:4]([C:7]1[N:8]=[C:9]([CH2:12][N:13]2[CH:17]=[CH:16][C:15]([N+:18]([O-])=O)=[N:14]2)[S:10][CH:11]=1)([F:6])[CH3:5].[NH4+].[Cl-]. (5) Given the product [CH2:13]([O:11][C:3]1[CH:4]=[CH:5][CH:6]=[C:7]([N+:8]([O-:10])=[O:9])[C:2]=1[CH3:1])[CH3:14], predict the reactants needed to synthesize it. The reactants are: [CH3:1][C:2]1[C:7]([N+:8]([O-:10])=[O:9])=[CH:6][CH:5]=[CH:4][C:3]=1[OH:11].I[CH2:13][CH3:14].C(=O)([O-])[O-].[K+].[K+]. (6) The reactants are: [CH3:1][O-].[Na+].[N:4]#[C:5][NH2:6].[N:7]([C:10]1[CH:15]=[CH:14][C:13]([S:16]([CH3:19])(=[O:18])=[O:17])=[CH:12][CH:11]=1)=[C:8]=[S:9].IC. Given the product [C:5](/[N:6]=[C:8](\[S:9][CH3:1])/[NH:7][C:10]1[CH:11]=[CH:12][C:13]([S:16]([CH3:19])(=[O:18])=[O:17])=[CH:14][CH:15]=1)#[N:4], predict the reactants needed to synthesize it.